The task is: Predict the product of the given reaction.. This data is from Forward reaction prediction with 1.9M reactions from USPTO patents (1976-2016). (1) Given the reactants [Cl:1][C:2]1[CH:25]=[CH:24][C:5]([CH2:6][N:7]2[C:16]3[C:11](=[CH:12][C:13]([O:19][CH3:20])=[C:14]([O:17][CH3:18])[CH:15]=3)[C:10](=[O:21])[C:9]([C:22]#[N:23])=[CH:8]2)=[CH:4][CH:3]=1.[OH:26][NH2:27], predict the reaction product. The product is: [Cl:1][C:2]1[CH:3]=[CH:4][C:5]([CH2:6][N:7]2[C:16]3[C:11](=[CH:12][C:13]([O:19][CH3:20])=[C:14]([O:17][CH3:18])[CH:15]=3)[C:10](=[O:21])[C:9]([C:22]([NH:27][OH:26])=[NH:23])=[CH:8]2)=[CH:24][CH:25]=1. (2) Given the reactants [CH3:1][S:2](Cl)(=[O:4])=[O:3].[CH2:6]([N:8]1[C:12](=[O:13])[N:11]([CH2:14][CH2:15][OH:16])[N:10]=[N:9]1)[CH3:7].C(N(CC)CC)C, predict the reaction product. The product is: [CH3:1][S:2]([O:16][CH2:15][CH2:14][N:11]1[C:12](=[O:13])[N:8]([CH2:6][CH3:7])[N:9]=[N:10]1)(=[O:4])=[O:3]. (3) Given the reactants C(OC(=O)[NH:7][CH2:8][CH2:9][CH2:10][CH2:11][CH2:12][CH2:13][NH:14][CH2:15][C:16](=[O:33])[NH:17][C:18]1[CH:31]=[CH:30][C:29]2[NH:28][C:27](=[O:32])[C:26]3[C:21](=[CH:22][CH:23]=[CH:24][CH:25]=3)[C:20]=2[CH:19]=1)(C)(C)C.[F:35][C:36]([F:41])([F:40])[C:37]([OH:39])=[O:38], predict the reaction product. The product is: [F:35][C:36]([F:41])([F:40])[C:37]([OH:39])=[O:38].[NH2:7][CH2:8][CH2:9][CH2:10][CH2:11][CH2:12][CH2:13][NH:14][CH2:15][C:16]([NH:17][C:18]1[CH:31]=[CH:30][C:29]2[NH:28][C:27](=[O:32])[C:26]3[C:21](=[CH:22][CH:23]=[CH:24][CH:25]=3)[C:20]=2[CH:19]=1)=[O:33]. (4) Given the reactants [Br:1][C:2]1[CH:3]=[C:4]2[C:9](=[CH:10][CH:11]=1)[C:8](=O)[CH2:7][CH2:6][CH2:5]2.[Si]([C:17]#[N:18])(C)(C)C.[OH:19]S(O)(=O)=O.CC(O)=O, predict the reaction product. The product is: [Br:1][C:2]1[CH:3]=[C:4]2[C:9](=[CH:10][CH:11]=1)[C:8]([C:17]([NH2:18])=[O:19])=[CH:7][CH2:6][CH2:5]2. (5) Given the reactants [CH2:1]([O:8][N:9]1[C:15](=[O:16])[N:14]2[CH2:17][C@H:10]1[CH2:11][CH2:12][C@H:13]2[C:18]([OH:20])=O)[C:2]1[CH:7]=[CH:6][CH:5]=[CH:4][CH:3]=1.[F:21][C:22]([F:29])([F:28])[CH2:23][C:24]([NH:26][NH2:27])=[O:25].ON1C2C=CC=CC=2N=N1.Cl.C(N=C=NCCCN(C)C)C, predict the reaction product. The product is: [CH2:1]([O:8][N:9]1[C:15](=[O:16])[N:14]2[CH2:17][C@@H:10]1[CH2:11][CH2:12][C@@H:13]2[C:18]([NH:27][NH:26][C:24](=[O:25])[CH2:23][C:22]([F:29])([F:28])[F:21])=[O:20])[C:2]1[CH:3]=[CH:4][CH:5]=[CH:6][CH:7]=1. (6) The product is: [Si:1]([O:8][C@H:9]1[CH2:14][CH2:13][C@H:12]([N:15]2[CH:19]=[C:18]([B:33]3[O:37][C:36]([CH3:39])([CH3:38])[C:35]([CH3:41])([CH3:40])[O:34]3)[CH:17]=[N:16]2)[CH2:11][CH2:10]1)([C:4]([CH3:7])([CH3:6])[CH3:5])([CH3:3])[CH3:2]. Given the reactants [Si:1]([O:8][C@H:9]1[CH2:14][CH2:13][C@H:12]([N:15]2[CH:19]=[C:18](I)[CH:17]=[N:16]2)[CH2:11][CH2:10]1)([C:4]([CH3:7])([CH3:6])[CH3:5])([CH3:3])[CH3:2].C1COCC1.C([Mg]Cl)(C)C.CO[B:33]1[O:37][C:36]([CH3:39])([CH3:38])[C:35]([CH3:41])([CH3:40])[O:34]1.[NH4+].[Cl-], predict the reaction product.